From a dataset of Reaction yield outcomes from USPTO patents with 853,638 reactions. Predict the reaction yield, written as a fraction of the theoretical maximum amount of product (1.0 means a 100% yield; for example, 0.34 means a 34% yield). (1) The reactants are [NH2:1][CH:2]([C:4]1[N:5]=[C:6]2[S:20][CH:19]=[C:18]([CH3:21])[N:7]2[C:8](=[O:17])[C:9]=1[C:10]1[CH:15]=[CH:14][CH:13]=[C:12]([F:16])[CH:11]=1)[CH3:3].Br[C:23]1[N:31]=[CH:30][N:29]=[C:28]2[C:24]=1[N:25]=[CH:26][NH:27]2.C(N(CC)C(C)C)(C)C. The product is [F:16][C:12]1[CH:11]=[C:10]([C:9]2[C:8](=[O:17])[N:7]3[C:18]([CH3:21])=[CH:19][S:20][C:6]3=[N:5][C:4]=2[CH:2]([NH:1][C:23]2[N:31]=[CH:30][N:29]=[C:28]3[C:24]=2[N:25]=[CH:26][NH:27]3)[CH3:3])[CH:15]=[CH:14][CH:13]=1. The catalyst is C(O)C. The yield is 0.440. (2) The reactants are Br[C:2]1[C:7]([Cl:8])=[CH:6][CH:5]=[CH:4][N:3]=1.CCC([O-])(C)C.[Na+].[NH2:16][C@@H:17]1[CH2:22][CH2:21][CH2:20][N:19]([C:23]([O:25][C:26]([CH3:29])([CH3:28])[CH3:27])=[O:24])[CH2:18]1.O. The catalyst is C1(C)C=CC=CC=1.Cl[Pd-](P(C1CC2CC1CC2)C1CC2CC1CC2)[C-]1C=CC=C1N(C)C.[CH-]1C=CC=C1.[Fe+2].CCCCCCC. The product is [Cl:8][C:7]1[C:2]([NH:16][C@@H:17]2[CH2:22][CH2:21][CH2:20][N:19]([C:23]([O:25][C:26]([CH3:29])([CH3:28])[CH3:27])=[O:24])[CH2:18]2)=[N:3][CH:4]=[CH:5][CH:6]=1. The yield is 0.730. (3) The reactants are [C:1]([O:9][C@H:10]1[C@H:14]([OH:15])[CH2:13][N:12]([C:16]([O:18][CH2:19][C:20]2[CH:25]=[CH:24][CH:23]=[CH:22][CH:21]=2)=[O:17])[C@@H:11]1[CH2:26][O:27][CH2:28][C:29]1[CH:34]=[CH:33][CH:32]=[CH:31][CH:30]=1)(=[O:8])[C:2]1[CH:7]=[CH:6][CH:5]=[CH:4][CH:3]=1.N1C=CC=CC=1.FC(F)(F)S(OS(C(F)(F)F)(=O)=O)(=O)=O.O. The catalyst is C(Cl)Cl. The product is [C:1]([O:9][C@H:10]1[C@@H:14]([OH:15])[CH2:13][N:12]([C:16]([O:18][CH2:19][C:20]2[CH:21]=[CH:22][CH:23]=[CH:24][CH:25]=2)=[O:17])[C@@H:11]1[CH2:26][O:27][CH2:28][C:29]1[CH:34]=[CH:33][CH:32]=[CH:31][CH:30]=1)(=[O:8])[C:2]1[CH:3]=[CH:4][CH:5]=[CH:6][CH:7]=1. The yield is 0.500. (4) The reactants are [CH2:1]([O:5][C:6]1[N:14]=[C:13]2[C:9]([N:10]=[C:11]([OH:35])[N:12]2[CH2:15][C:16]2[CH:21]=[CH:20][CH:19]=[C:18]([C:22]([O:24][CH2:25][CH2:26][O:27]CC3C=CC=CC=3)=[O:23])[CH:17]=2)=[C:8]([NH2:36])[N:7]=1)[CH2:2][CH2:3][CH3:4].Cl.C1COCC1. The catalyst is [Pd].CO. The product is [CH2:1]([O:5][C:6]1[N:14]=[C:13]2[C:9]([N:10]=[C:11]([OH:35])[N:12]2[CH2:15][C:16]2[CH:21]=[CH:20][CH:19]=[C:18]([C:22]([O:24][CH2:25][CH2:26][OH:27])=[O:23])[CH:17]=2)=[C:8]([NH2:36])[N:7]=1)[CH2:2][CH2:3][CH3:4]. The yield is 0.420.